This data is from Forward reaction prediction with 1.9M reactions from USPTO patents (1976-2016). The task is: Predict the product of the given reaction. (1) Given the reactants C[O:2][C:3](=[O:22])[C:4]1[CH:9]=[C:8]([O:10][CH2:11][CH3:12])[C:7]([C:13]2[CH:14]=[N:15][N:16]([CH3:18])[CH:17]=2)=[C:6]([O:19][CH2:20][CH3:21])[CH:5]=1.Cl, predict the reaction product. The product is: [CH2:20]([O:19][C:6]1[CH:5]=[C:4]([CH:9]=[C:8]([O:10][CH2:11][CH3:12])[C:7]=1[C:13]1[CH:14]=[N:15][N:16]([CH3:18])[CH:17]=1)[C:3]([OH:22])=[O:2])[CH3:21]. (2) Given the reactants C[Si]([C:5]#[N:6])(C)C.C(N(CC)CC)C.C(#N)C.[Cl:17][C:18]1[CH:19]=[C:20]([C:25]2([C:41]([F:44])([F:43])[F:42])[O:29][N:28]=[C:27]([C:30]3[CH:31]=[C:32]4[C:37](=[CH:38][CH:39]=3)[N+:36]([O-])=[CH:35][CH:34]=[CH:33]4)[CH2:26]2)[CH:21]=[C:22]([Cl:24])[CH:23]=1, predict the reaction product. The product is: [Cl:24][C:22]1[CH:21]=[C:20]([C:25]2([C:41]([F:42])([F:44])[F:43])[O:29][N:28]=[C:27]([C:30]3[CH:31]=[C:32]4[C:37](=[CH:38][CH:39]=3)[N:36]=[C:35]([C:5]#[N:6])[CH:34]=[CH:33]4)[CH2:26]2)[CH:19]=[C:18]([Cl:17])[CH:23]=1. (3) Given the reactants [NH2:1][C:2]1[N:3]=[N+:4]([O-:13])[C:5]2[CH:11]=[C:10]([OH:12])[CH:9]=[CH:8][C:6]=2[N:7]=1.C([O-])([O-])=O.[K+].[K+].Br[CH2:21][CH2:22][O:23][CH3:24], predict the reaction product. The product is: [CH3:24][O:23][CH2:22][CH2:21][O:12][C:10]1[CH:9]=[CH:8][C:6]2[N:7]=[C:2]([NH2:1])[N:3]=[N+:4]([O-:13])[C:5]=2[CH:11]=1. (4) Given the reactants [C:1]([O:5][C:6]([NH:8][C:9]([N:18]1[CH2:27][CH2:26][C:25]2[C:20](=[CH:21][C:22]([O:28][CH2:29][CH:30]3[CH2:35][CH2:34][NH:33][CH2:32][CH2:31]3)=[CH:23][CH:24]=2)[CH2:19]1)=[N:10][C:11]([O:13][C:14]([CH3:17])([CH3:16])[CH3:15])=[O:12])=[O:7])([CH3:4])([CH3:3])[CH3:2].[C:36](OC(=O)C)(=[O:38])[CH3:37].N1C=CC=CC=1, predict the reaction product. The product is: [C:14]([O:13][C:11]([NH:10][C:9]([N:18]1[CH2:27][CH2:26][C:25]2[C:20](=[CH:21][C:22]([O:28][CH2:29][CH:30]3[CH2:35][CH2:34][N:33]([C:36](=[O:38])[CH3:37])[CH2:32][CH2:31]3)=[CH:23][CH:24]=2)[CH2:19]1)=[N:8][C:6]([O:5][C:1]([CH3:2])([CH3:3])[CH3:4])=[O:7])=[O:12])([CH3:17])([CH3:16])[CH3:15]. (5) Given the reactants [CH3:1][C:2]1[C:6]([C:7]2[N:11]([CH2:12][C:13]([O:15][CH2:16][CH3:17])=[O:14])[C:10]3[CH:18]=[C:19]([CH2:22][C:23]([O:25]CC4C=CC=CC=4)=[O:24])[CH:20]=[CH:21][C:9]=3[N:8]=2)=[C:5]([CH3:33])[O:4][N:3]=1, predict the reaction product. The product is: [CH3:1][C:2]1[C:6]([CH:7]2[NH:8][C:9]3[CH:21]=[CH:20][C:19]([CH2:22][C:23]([OH:25])=[O:24])=[CH:18][C:10]=3[N:11]2[CH2:12][C:13]([O:15][CH2:16][CH3:17])=[O:14])=[C:5]([CH3:33])[O:4][N:3]=1.